This data is from Peptide-MHC class I binding affinity with 185,985 pairs from IEDB/IMGT. The task is: Regression. Given a peptide amino acid sequence and an MHC pseudo amino acid sequence, predict their binding affinity value. This is MHC class I binding data. (1) The peptide sequence is GLSSGFYFEI. The MHC is HLA-A02:06 with pseudo-sequence HLA-A02:06. The binding affinity (normalized) is 0.311. (2) The peptide sequence is KTMAMVLSIV. The binding affinity (normalized) is 0.634. The MHC is HLA-A68:02 with pseudo-sequence HLA-A68:02. (3) The peptide sequence is IKWLWKANK. The MHC is HLA-B48:01 with pseudo-sequence HLA-B48:01. The binding affinity (normalized) is 0.0847. (4) The peptide sequence is FLVLIMLII. The MHC is HLA-A02:06 with pseudo-sequence HLA-A02:06. The binding affinity (normalized) is 0.334. (5) The peptide sequence is RSFAERLDR. The MHC is HLA-B15:01 with pseudo-sequence HLA-B15:01. The binding affinity (normalized) is 0.0847. (6) The peptide sequence is RECGARVIL. The MHC is HLA-B15:09 with pseudo-sequence HLA-B15:09. The binding affinity (normalized) is 0.0847. (7) The peptide sequence is LQWIASAIVL. The MHC is HLA-B15:01 with pseudo-sequence HLA-B15:01. The binding affinity (normalized) is 0.828.